The task is: Predict the reaction yield, written as a fraction of the theoretical maximum amount of product (1.0 means a 100% yield; for example, 0.34 means a 34% yield).. This data is from Reaction yield outcomes from USPTO patents with 853,638 reactions. (1) The reactants are [Br:1][C:2]1[CH:3]=[C:4]2[C:8](=[CH:9][CH:10]=1)[NH:7][C:6](=[O:11])[C:5]2=[O:12].[CH3:13][Mg]Br.[Cl-].[NH4+]. The catalyst is C1COCC1. The product is [Br:1][C:2]1[CH:3]=[C:4]2[C:8](=[CH:9][CH:10]=1)[NH:7][C:6](=[O:11])[C:5]2([OH:12])[CH3:13]. The yield is 0.290. (2) The reactants are [O:1]=[C:2]1[NH:8][C:7]2[CH:9]=[CH:10][CH:11]=[CH:12][C:6]=2[O:5][C@H:4]([C:13]2[CH:18]=[CH:17][CH:16]=[CH:15][CH:14]=2)[C@@H:3]1[NH:19][C:20](=[O:26])[O:21][C:22]([CH3:25])([CH3:24])[CH3:23].Br[CH2:28][CH:29]1[CH2:31][CH2:30]1.C(=O)([O-])[O-].[Cs+].[Cs+]. The catalyst is CN(C=O)C. The product is [CH:29]1([CH2:28][N:8]2[C:7]3[CH:9]=[CH:10][CH:11]=[CH:12][C:6]=3[O:5][C@H:4]([C:13]3[CH:18]=[CH:17][CH:16]=[CH:15][CH:14]=3)[C@H:3]([NH:19][C:20](=[O:26])[O:21][C:22]([CH3:23])([CH3:25])[CH3:24])[C:2]2=[O:1])[CH2:31][CH2:30]1. The yield is 0.920. (3) The reactants are CC1C=CC(S(O[CH2:12][CH:13]2[CH2:18][O:17][C:16]([CH3:20])([CH3:19])[O:15][CH2:14]2)(=O)=O)=CC=1.[CH:21]1([NH2:26])[CH2:25][CH2:24][CH2:23][CH2:22]1. No catalyst specified. The product is [CH3:20][C:16]1([CH3:19])[O:15][CH2:14][CH:13]([CH2:12][NH:26][CH:21]2[CH2:25][CH2:24][CH2:23][CH2:22]2)[CH2:18][O:17]1. The yield is 1.00.